Dataset: Full USPTO retrosynthesis dataset with 1.9M reactions from patents (1976-2016). Task: Predict the reactants needed to synthesize the given product. The reactants are: [C:1]1([CH2:7][N:8]2[CH2:13][CH2:12][CH:11]([NH:14]C(=O)OC(C)(C)C)[CH2:10][CH2:9]2)[CH2:6][CH2:5][CH2:4][CH2:3][CH:2]=1.Cl.[OH-].[Na+]. Given the product [C:1]1([CH2:7][N:8]2[CH2:13][CH2:12][CH:11]([NH2:14])[CH2:10][CH2:9]2)[CH2:6][CH2:5][CH2:4][CH2:3][CH:2]=1, predict the reactants needed to synthesize it.